Dataset: Forward reaction prediction with 1.9M reactions from USPTO patents (1976-2016). Task: Predict the product of the given reaction. The product is: [CH3:18][C:15]1[CH:16]=[CH:17][C:11]2[N:10]=[C:9]([C:4]3[C:5]([NH2:8])=[N:6][CH:7]=[C:2]([C:26]4[CH2:27][CH2:28][C:23]5([O:22][CH2:21][CH2:20][O:19]5)[CH2:24][CH:25]=4)[N:3]=3)[NH:13][C:12]=2[CH:14]=1. Given the reactants Br[C:2]1[N:3]=[C:4]([C:9]2[NH:13][C:12]3[CH:14]=[C:15]([CH3:18])[CH:16]=[CH:17][C:11]=3[N:10]=2)[C:5]([NH2:8])=[N:6][CH:7]=1.[O:19]1[C:23]2([CH2:28][CH2:27][C:26](B(O)O)=[CH:25][CH2:24]2)[O:22][CH2:21][CH2:20]1.C(P(CC)CC)C.C([O-])([O-])=O.[Na+].[Na+], predict the reaction product.